Dataset: Forward reaction prediction with 1.9M reactions from USPTO patents (1976-2016). Task: Predict the product of the given reaction. (1) Given the reactants Br[CH2:2][C:3]1[S:11][C:10]2[C:9]([N:12]3[CH2:17][CH2:16][O:15][CH2:14][CH2:13]3)=[N:8][C:7]([Cl:18])=[N:6][C:5]=2[CH:4]=1.Cl.Cl.[CH3:21][S:22]([N:25]1[CH2:30][CH2:29][NH:28][CH2:27][CH:26]1[CH2:31][N:32]([CH3:34])[CH3:33])(=[O:24])=[O:23].C([O-])([O-])=O.[K+].[K+], predict the reaction product. The product is: [Cl:18][C:7]1[N:8]=[C:9]([N:12]2[CH2:17][CH2:16][O:15][CH2:14][CH2:13]2)[C:10]2[S:11][C:3]([CH2:2][N:28]3[CH2:29][CH2:30][N:25]([S:22]([CH3:21])(=[O:24])=[O:23])[CH:26]([CH2:31][N:32]([CH3:34])[CH3:33])[CH2:27]3)=[CH:4][C:5]=2[N:6]=1. (2) Given the reactants [NH:1]1[C:9]2[C:4](=[CH:5][CH:6]=[CH:7][CH:8]=2)[C:3]([CH2:10][CH:11]([CH3:14])[CH2:12][OH:13])=[CH:2]1.C1C=CC(P(C2C=CC=CC=2)C2C=CC=CC=2)=CC=1.[Cl:34][C:35]1[C:40]([CH3:41])=[CH:39][C:38](O)=[CH:37][C:36]=1[CH3:43], predict the reaction product. The product is: [Cl:34][C:35]1[C:40]([CH3:41])=[CH:39][C:38]([O:13][CH2:12][CH:11]([CH3:14])[CH2:10][C:3]2[C:4]3[C:9](=[CH:8][CH:7]=[CH:6][CH:5]=3)[NH:1][CH:2]=2)=[CH:37][C:36]=1[CH3:43]. (3) Given the reactants Br[C:2]1[C:3]([F:19])=[CH:4][C:5]2[O:11][CH2:10][CH2:9][N:8]3[CH:12]=[C:13]([C:15]([NH2:17])=[O:16])[N:14]=[C:7]3[C:6]=2[CH:18]=1.[CH3:20][C:21]([OH:26])([C:24]#[CH:25])[CH2:22][OH:23], predict the reaction product. The product is: [OH:26][C:21]([CH3:20])([CH2:22][OH:23])[C:24]#[C:25][C:2]1[C:3]([F:19])=[CH:4][C:5]2[O:11][CH2:10][CH2:9][N:8]3[CH:12]=[C:13]([C:15]([NH2:17])=[O:16])[N:14]=[C:7]3[C:6]=2[CH:18]=1. (4) Given the reactants Cl.[NH2:2][C@:3]([CH3:26])([CH2:6][CH2:7][C:8]1[N:9]([CH3:25])[C:10]([C:13](=[O:24])[CH2:14][CH2:15][CH2:16][CH2:17][C:18]2[CH:23]=[CH:22][CH:21]=[CH:20][CH:19]=2)=[CH:11][CH:12]=1)[CH2:4][OH:5].[OH-].[Na+], predict the reaction product. The product is: [NH2:2][C@:3]([CH3:26])([CH2:6][CH2:7][C:8]1[N:9]([CH3:25])[C:10]([C:13](=[O:24])[CH2:14][CH2:15][CH2:16][CH2:17][C:18]2[CH:23]=[CH:22][CH:21]=[CH:20][CH:19]=2)=[CH:11][CH:12]=1)[CH2:4][OH:5].